Dataset: Retrosynthesis with 50K atom-mapped reactions and 10 reaction types from USPTO. Task: Predict the reactants needed to synthesize the given product. (1) Given the product CC(C)N1CC(F)(F)C(=O)N(C)c2cnc(Cl)nc21, predict the reactants needed to synthesize it. The reactants are: CC(C)N1CC(F)(F)C(=O)Nc2cnc(Cl)nc21.CI. (2) Given the product CC(C)(C)OC(=O)N[C@@H]1CC(=O)N(c2ccc3c(c2)N(COCc2ccccc2)C(=O)CO3)C1, predict the reactants needed to synthesize it. The reactants are: CC(C)(C)OC(=O)N[C@H]1CNC(=O)C1.O=C1COc2ccc(Br)cc2N1COCc1ccccc1. (3) Given the product C=C(C(=O)CCCC)c1ccccc1, predict the reactants needed to synthesize it. The reactants are: C=O.CCCCC(=O)Cc1ccccc1. (4) Given the product COC(=O)c1cnc(-c2ccc(NC(=O)c3[nH]c(C)c(Cl)c3Cl)cc2)s1, predict the reactants needed to synthesize it. The reactants are: COC(=O)c1cnc(-c2ccc([NH3+])cc2)s1.Cc1[nH]c(C(=O)Cl)c(Cl)c1Cl. (5) Given the product Cc1cc(N2CCOCC2)nnc1Cl, predict the reactants needed to synthesize it. The reactants are: C1COCCN1.Cc1cc(Cl)nnc1Cl. (6) Given the product O=C(O)c1cccn(Cc2ccc3ccccc3c2)c1=O, predict the reactants needed to synthesize it. The reactants are: COC(=O)c1cccn(Cc2ccc3ccccc3c2)c1=O. (7) Given the product CC(NC(=O)OC(C)(C)C)C(=O)NC(C(=O)N1CCCC1Cc1coc2ccc(-c3cccnc3)cc12)C(C)C, predict the reactants needed to synthesize it. The reactants are: CC(NC(=O)OC(C)(C)C)C(=O)NC(C(=O)N1CCCC1Cc1coc2ccc(OS(=O)(=O)C(F)(F)F)cc12)C(C)C.OB(O)c1cccnc1.